This data is from Aqueous solubility values for 9,982 compounds from the AqSolDB database. The task is: Regression/Classification. Given a drug SMILES string, predict its absorption, distribution, metabolism, or excretion properties. Task type varies by dataset: regression for continuous measurements (e.g., permeability, clearance, half-life) or binary classification for categorical outcomes (e.g., BBB penetration, CYP inhibition). For this dataset (solubility_aqsoldb), we predict Y. (1) The compound is Clc1cccc(-c2ccc(Cl)c(Cl)c2Cl)c1. The Y is -6.77 log mol/L. (2) The drug is O=C(NCCCCCCNC(=O)OCCCCO)OCCCCO. The Y is -1.93 log mol/L. (3) The drug is CCc1ccc(NS(=O)(=O)c2ccc(N)cc2)cc1. The Y is -4.52 log mol/L. (4) The molecule is COc1ccc(C(O)(c2cncnc2)C2CC2)cc1. The Y is -2.60 log mol/L.